From a dataset of Catalyst prediction with 721,799 reactions and 888 catalyst types from USPTO. Predict which catalyst facilitates the given reaction. (1) Reactant: [CH3:1][C:2]1([CH3:36])[C:26]2[C:6]([CH:7]=[C:8]3[C:25]=2[CH:24]=[C:23]2[C:10]([C:11]4[CH:12]=[CH:13][CH:14]=[CH:15][C:16]=4[C:17]4[CH:18]=[C:19](B5OC(C)(C)C(C)(C)O5)[CH:20]=[CH:21][C:22]=42)=[CH:9]3)=[CH:5][CH:4]=[CH:3]1.Br[C:38]1[CH:39]=[C:40]([C:44]2[C:49]3[S:50][C:51]4[CH:56]=[CH:55][CH:54]=[CH:53][C:52]=4[C:48]=3[CH:47]=[CH:46][CH:45]=2)[CH:41]=[CH:42][CH:43]=1.C([O-])([O-])=O.[Na+].[Na+].CCO. The catalyst class is: 206. Product: [CH3:36][C:2]1([CH3:1])[C:26]2[C:6]([CH:7]=[C:8]3[C:25]=2[CH:24]=[C:23]2[C:10]([C:11]4[CH:12]=[CH:13][CH:14]=[CH:15][C:16]=4[C:17]4[CH:18]=[C:19]([C:42]5[CH:41]=[C:40]([C:44]6[C:49]7[S:50][C:51]8[CH:56]=[CH:55][CH:54]=[CH:53][C:52]=8[C:48]=7[CH:47]=[CH:46][CH:45]=6)[CH:39]=[CH:38][CH:43]=5)[CH:20]=[CH:21][C:22]=42)=[CH:9]3)=[CH:5][CH:4]=[CH:3]1. (2) Reactant: [O:1]=[S:2]1(=[O:24])[CH2:7][CH2:6][CH:5]([CH2:8][C:9]2[CH:14]=[CH:13][C:12]([O:15][CH3:16])=[CH:11][C:10]=2[NH:17]C(=O)C(F)(F)F)[CH2:4][CH2:3]1.C(=O)([O-])[O-].[K+].[K+].O.[OH-].[Li+].Cl. Product: [O:1]=[S:2]1(=[O:24])[CH2:7][CH2:6][CH:5]([CH2:8][C:9]2[CH:14]=[CH:13][C:12]([O:15][CH3:16])=[CH:11][C:10]=2[NH2:17])[CH2:4][CH2:3]1. The catalyst class is: 24.